Dataset: Full USPTO retrosynthesis dataset with 1.9M reactions from patents (1976-2016). Task: Predict the reactants needed to synthesize the given product. (1) Given the product [F:11][C:9]1[N:8]=[C:7]2[C:3]([N:4]=[CH:5][NH:6]2)=[C:2]([NH:20][C:19]2[C:15]([O:14][CH3:13])=[N:16][N:17]([CH3:21])[CH:18]=2)[N:10]=1, predict the reactants needed to synthesize it. The reactants are: Cl[C:2]1[N:10]=[C:9]([F:11])[N:8]=[C:7]2[C:3]=1[N:4]=[CH:5][NH:6]2.Cl.[CH3:13][O:14][C:15]1[C:19]([NH2:20])=[CH:18][N:17]([CH3:21])[N:16]=1.C(=O)(O)[O-].[Na+]. (2) Given the product [O:1]1[CH2:6][CH2:5][CH:4]([C:7]2[C:8]([O:13][C@H:14]3[CH2:15][CH2:16][C@H:17]([C:20]4[NH:21][C:22]5[CH:28]=[CH:27][CH:26]=[CH:25][C:23]=5[N:24]=4)[CH2:18][CH2:19]3)=[N:9][CH:10]=[CH:11][CH:12]=2)[CH2:3][CH2:2]1.[O:1]1[CH2:6][CH2:5][CH:4]([C:7]2[C:8]([O:13][C@@H:14]3[CH2:15][CH2:16][C@H:17]([C:20]4[NH:21][C:22]5[CH:28]=[CH:27][CH:26]=[CH:25][C:23]=5[N:24]=4)[CH2:18][CH2:19]3)=[N:9][CH:10]=[CH:11][CH:12]=2)[CH2:3][CH2:2]1, predict the reactants needed to synthesize it. The reactants are: [O:1]1[CH2:6][CH:5]=[C:4]([C:7]2[C:8]([O:13][CH:14]3[CH2:19][CH2:18][CH:17]([C:20]4[NH:24][C:23]5[CH:25]=[CH:26][CH:27]=[CH:28][C:22]=5[N:21]=4)[CH2:16][CH2:15]3)=[N:9][CH:10]=[CH:11][CH:12]=2)[CH2:3][CH2:2]1. (3) Given the product [CH3:34][N:33]([CH3:37])[C:2]1[N:7]=[C:6]2[S:8][C:9]([NH:11][C:12]3[CH:17]=[C:16]([CH2:18][C:19]4[CH:24]=[CH:23][CH:22]=[CH:21][CH:20]=4)[N:15]=[C:14]([NH:25][C@H:26]4[CH2:31][CH2:30][C@H:29]([OH:32])[CH2:28][CH2:27]4)[N:13]=3)=[N:10][C:5]2=[CH:4][CH:3]=1, predict the reactants needed to synthesize it. The reactants are: Cl[C:2]1[N:7]=[C:6]2[S:8][C:9]([NH:11][C:12]3[CH:17]=[C:16]([CH2:18][C:19]4[CH:24]=[CH:23][CH:22]=[CH:21][CH:20]=4)[N:15]=[C:14]([NH:25][C@H:26]4[CH2:31][CH2:30][C@H:29]([OH:32])[CH2:28][CH2:27]4)[N:13]=3)=[N:10][C:5]2=[CH:4][CH:3]=1.[NH:33]([CH2:37]CO)[CH2:34]CO. (4) Given the product [CH2:18]([O:25][CH2:26][N:27]1[N:31]=[N:30][C:29]([C:2]2[S:3][C:4]([C:8]([NH:10][CH2:11][C:12]3[CH:13]=[N:14][CH:15]=[CH:16][CH:17]=3)=[O:9])=[C:5]([CH3:7])[N:6]=2)=[N:28]1)[C:19]1[CH:20]=[CH:21][CH:22]=[CH:23][CH:24]=1, predict the reactants needed to synthesize it. The reactants are: Br[C:2]1[S:3][C:4]([C:8]([NH:10][CH2:11][C:12]2[CH:13]=[N:14][CH:15]=[CH:16][CH:17]=2)=[O:9])=[C:5]([CH3:7])[N:6]=1.[CH2:18]([O:25][CH2:26][N:27]1[N:31]=[N:30][C:29]([Sn](CCCC)(CCCC)CCCC)=[N:28]1)[C:19]1[CH:24]=[CH:23][CH:22]=[CH:21][CH:20]=1. (5) Given the product [C:27]([NH:31][S:32]([C:35]1[CH:36]=[CH:37][CH:38]=[C:39]([C:2]2[N:3]=[CH:4][N:5]([C:7]3[CH:12]=[C:11]([C:13]([F:14])([F:16])[F:15])[CH:10]=[C:9]([C:17]4[CH:18]=[CH:19][C:20]([C:23]([F:26])([F:25])[F:24])=[CH:21][CH:22]=4)[N:8]=3)[CH:6]=2)[CH:40]=1)(=[O:34])=[O:33])([CH3:30])([CH3:28])[CH3:29], predict the reactants needed to synthesize it. The reactants are: I[C:2]1[N:3]=[CH:4][N:5]([C:7]2[CH:12]=[C:11]([C:13]([F:16])([F:15])[F:14])[CH:10]=[C:9]([C:17]3[CH:22]=[CH:21][C:20]([C:23]([F:26])([F:25])[F:24])=[CH:19][CH:18]=3)[N:8]=2)[CH:6]=1.[C:27]([NH:31][S:32]([C:35]1[CH:36]=[C:37](B(O)O)[CH:38]=[CH:39][CH:40]=1)(=[O:34])=[O:33])([CH3:30])([CH3:29])[CH3:28]. (6) The reactants are: [CH3:1][O:2][CH2:3][CH2:4][CH2:5][CH2:6][CH:7]([NH:20][C:21]1[CH:26]=[CH:25][C:24]([C:27]([NH:29][CH2:30][CH2:31][C:32]([O:34]CC)=[O:33])=[O:28])=[CH:23][CH:22]=1)[C:8]1[O:9][C:10]2[CH:17]=[CH:16][C:15]([O:18][CH3:19])=[CH:14][C:11]=2[C:12]=1[CH3:13].O1CCCC1.[OH-].[Na+]. Given the product [CH3:1][O:2][CH2:3][CH2:4][CH2:5][CH2:6][CH:7]([NH:20][C:21]1[CH:22]=[CH:23][C:24]([C:27]([NH:29][CH2:30][CH2:31][C:32]([OH:34])=[O:33])=[O:28])=[CH:25][CH:26]=1)[C:8]1[O:9][C:10]2[CH:17]=[CH:16][C:15]([O:18][CH3:19])=[CH:14][C:11]=2[C:12]=1[CH3:13], predict the reactants needed to synthesize it. (7) The reactants are: [C:1]([O:5][C:6]([N:8]1[CH2:13][CH2:12][C@@H:11]([CH2:14][OH:15])[C@H:10]([O:16][CH2:17][O:18][CH3:19])[CH2:9]1)=[O:7])([CH3:4])([CH3:3])[CH3:2].CC(OI1(OC(C)=O)(OC(C)=O)OC(=O)C2C1=CC=CC=2)=O. Given the product [C:1]([O:5][C:6]([N:8]1[CH2:13][CH2:12][C@@H:11]([CH:14]=[O:15])[C@H:10]([O:16][CH2:17][O:18][CH3:19])[CH2:9]1)=[O:7])([CH3:4])([CH3:3])[CH3:2], predict the reactants needed to synthesize it. (8) The reactants are: [CH2:1]([O:3][C:4]([CH:6]=[C:7]1[CH2:27][CH2:26][C:10]2([CH2:15][CH2:14][N:13](C(OCC3C=CC=CC=3)=O)[CH2:12][CH2:11]2)[CH:9]=[CH:8]1)=[O:5])[CH3:2].[H][H]. Given the product [CH2:15]1[C:10]2([CH2:26][CH2:27][CH:7]([CH2:6][C:4]([O:3][CH2:1][CH3:2])=[O:5])[CH2:8][CH2:9]2)[CH2:11][CH2:12][NH:13][CH2:14]1, predict the reactants needed to synthesize it.